This data is from Full USPTO retrosynthesis dataset with 1.9M reactions from patents (1976-2016). The task is: Predict the reactants needed to synthesize the given product. (1) Given the product [CH2:36]([N:43]1[CH:47]=[CH:46][C:45]([NH:48][C:16](=[O:18])[CH2:15][CH2:14][C:13]([C:6]2[CH:7]=[CH:8][C:9]([O:10][CH2:11][CH3:12])=[C:4]([O:3][CH2:1][CH3:2])[CH:5]=2)=[O:21])=[C:44]1[C:49]1[CH:54]=[CH:53][CH:52]=[CH:51][CH:50]=1)[C:37]1[CH:38]=[CH:39][CH:40]=[CH:41][CH:42]=1, predict the reactants needed to synthesize it. The reactants are: [CH2:1]([O:3][C:4]1[CH:5]=[C:6]([C:13]([O:21]C)(OC)[CH2:14][CH2:15][C:16]([O-:18])=O)[CH:7]=[CH:8][C:9]=1[O:10][CH2:11][CH3:12])[CH3:2].[K+].ClC1C=C(Cl)C=C(Cl)C=1C(Cl)=O.[CH2:36]([N:43]1[CH:47]=[CH:46][C:45]([NH2:48])=[C:44]1[C:49]1[CH:54]=[CH:53][CH:52]=[CH:51][CH:50]=1)[C:37]1[CH:42]=[CH:41][CH:40]=[CH:39][CH:38]=1.C(=O)([O-])O.[Na+]. (2) Given the product [NH2:2][C:1]1[C:3]([C:20]#[N:21])=[C:4]([C:5]2[CH:10]=[CH:9][C:8]([O:11][C:12]3[CH:17]=[CH:16][CH:15]=[CH:14][CH:13]=3)=[CH:7][CH:6]=2)[NH:24][N:23]=1, predict the reactants needed to synthesize it. The reactants are: [C:1]([C:3]([C:20]#[N:21])=[C:4](OC)[C:5]1[CH:10]=[CH:9][C:8]([O:11][C:12]2[CH:17]=[CH:16][CH:15]=[CH:14][CH:13]=2)=[CH:7][CH:6]=1)#[N:2].O.[NH2:23][NH2:24].O. (3) Given the product [NH2:31][C:25]1[C:20]2[N:21]([C:17]([C@H:15]3[CH2:16][N:11]([C:9]([O:8][CH2:1][C:2]4[CH:7]=[CH:6][CH:5]=[CH:4][CH:3]=4)=[O:10])[C@H:12]([CH2:28][O:29][CH3:30])[CH2:13][CH2:14]3)=[N:18][C:19]=2[Br:27])[CH:22]=[CH:23][N:24]=1, predict the reactants needed to synthesize it. The reactants are: [CH2:1]([O:8][C:9]([N:11]1[CH2:16][C@H:15]([C:17]2[N:21]3[CH:22]=[CH:23][N:24]=[C:25](Cl)[C:20]3=[C:19]([Br:27])[N:18]=2)[CH2:14][CH2:13][C@H:12]1[CH2:28][O:29][CH3:30])=[O:10])[C:2]1[CH:7]=[CH:6][CH:5]=[CH:4][CH:3]=1.[NH4+:31].[OH-].CC(O)C. (4) Given the product [NH2:4][C:5]1[S:6][CH:7]=[C:8]([C:10](=[N:14][O:15][C:16](=[O:18])[CH3:17])[C:11]([OH:13])=[O:12])[N:9]=1, predict the reactants needed to synthesize it. The reactants are: O.O.[Na+].[NH2:4][C:5]1[S:6][CH:7]=[C:8]([C:10](=[N:14][OH:15])[C:11]([O-:13])=[O:12])[N:9]=1.[C:16](OC(=O)C)(=[O:18])[CH3:17].C(=O)([O-])[O-].[Na+].[Na+].Cl. (5) Given the product [O:57]=[C:56]([N:10]1[CH2:11][CH:8]([S:7][C:3]2[S:2][CH:6]=[CH:5][CH:4]=2)[CH2:9]1)/[CH:55]=[CH:54]/[C:49]1[CH:48]=[C:47]2[C:52](=[N:51][CH:50]=1)[NH:53][C:44](=[O:43])[CH2:45][CH2:46]2, predict the reactants needed to synthesize it. The reactants are: Cl.[S:2]1[CH:6]=[CH:5][CH:4]=[C:3]1[S:7][CH:8]1[CH2:11][NH:10][CH2:9]1.CCN=C=NCCCN(C)C.C1C=CC2N(O)N=NC=2C=1.C(N(C(C)C)CC)(C)C.Cl.[O:43]=[C:44]1[NH:53][C:52]2[N:51]=[CH:50][C:49](/[CH:54]=[CH:55]/[C:56](O)=[O:57])=[CH:48][C:47]=2[CH2:46][CH2:45]1.